Dataset: Reaction yield outcomes from USPTO patents with 853,638 reactions. Task: Predict the reaction yield, written as a fraction of the theoretical maximum amount of product (1.0 means a 100% yield; for example, 0.34 means a 34% yield). (1) The reactants are C(O)(=O)C.[C:5]([O:9][C:10]([N:12]1[CH2:17][C@H:16]([CH2:18][N:19]2[C@H:24]([CH3:25])[CH2:23][O:22][CH2:21][C@H:20]2[CH3:26])[N:15](CC2C=CC=CC=2)[CH2:14][C@H:13]1[CH3:34])=[O:11])([CH3:8])([CH3:7])[CH3:6]. The catalyst is CCO.[Pd]. The product is [C:5]([O:9][C:10]([N:12]1[CH2:17][C@H:16]([CH2:18][N:19]2[C@H:20]([CH3:26])[CH2:21][O:22][CH2:23][C@H:24]2[CH3:25])[NH:15][CH2:14][C@H:13]1[CH3:34])=[O:11])([CH3:8])([CH3:6])[CH3:7]. The yield is 0.780. (2) The reactants are [CH2:1]([Mg]Br)[CH:2]=[CH2:3].[CH2:6]([C:8]1([CH2:17][CH3:18])[CH2:13][C:12]([CH3:15])([CH3:14])[CH2:11][C:10](=[O:16])[CH2:9]1)[CH3:7].[NH4+].[Cl-]. The catalyst is CCOCC. The product is [CH2:3]([C:10]1([OH:16])[CH2:11][C:12]([CH3:14])([CH3:15])[CH2:13][C:8]([CH2:6][CH3:7])([CH2:17][CH3:18])[CH2:9]1)[CH:2]=[CH2:1]. The yield is 0.740. (3) The reactants are COC1C=C(OC)C=CC=1C[N:6]1[CH2:10][CH2:9][C:8]([CH3:12])([CH3:11])[S:7]1(=[O:14])=[O:13].FC(F)(F)C(O)=O. The catalyst is C(Cl)Cl. The product is [CH3:11][C:8]1([CH3:12])[S:7](=[O:14])(=[O:13])[NH:6][CH2:10][CH2:9]1. The yield is 0.860. (4) The reactants are [C:1]([NH:4][NH2:5])([NH2:3])=[NH:2].Cl.[OH-].[Na+].[CH2:9]([CH:11]([C:15](=O)[CH3:16])[C:12](=O)[CH3:13])[CH3:10]. The catalyst is O. The product is [CH2:9]([C:11]1[C:15]([CH3:16])=[N:2][C:1]([N:4]2[C:12]([CH3:13])=[C:11]([CH2:15][CH3:16])[C:9]([CH3:10])=[N:5]2)=[N:3][C:12]=1[CH3:13])[CH3:10]. The yield is 0.330. (5) The reactants are Br[C:2]1[CH:7]=[CH:6][C:5]([O:8][C:9]2[CH:14]=[CH:13][CH:12]=[CH:11][CH:10]=2)=[CH:4][C:3]=1[F:15].[Li]CCCC.CC([O:24][B:25](OC(C)C)[O:26]C(C)C)C. The catalyst is O1CCCC1. The product is [F:15][C:3]1[CH:4]=[C:5]([O:8][C:9]2[CH:14]=[CH:13][CH:12]=[CH:11][CH:10]=2)[CH:6]=[CH:7][C:2]=1[B:25]([OH:26])[OH:24]. The yield is 0.920.